From a dataset of Full USPTO retrosynthesis dataset with 1.9M reactions from patents (1976-2016). Predict the reactants needed to synthesize the given product. (1) The reactants are: [H-].[Al+3].[Li+].[H-].[H-].[H-].[CH3:7][C:8]1([CH3:23])[CH2:13][CH2:12][CH2:11][CH:10]([O:14][C:15]2[CH:16]=[CH:17][C:18]([C:21]#[N:22])=[N:19][CH:20]=2)[CH2:9]1.[OH-].[Na+]. Given the product [NH2:22][CH2:21][C:18]1[CH:17]=[CH:16][C:15]([O:14][CH:10]2[CH2:11][CH2:12][CH2:13][C:8]([CH3:23])([CH3:7])[CH2:9]2)=[CH:20][N:19]=1, predict the reactants needed to synthesize it. (2) Given the product [C:2]([CH:1]([C:4]#[N:5])[C:9]([NH:8][CH2:6][CH3:7])=[S:10])#[N:3], predict the reactants needed to synthesize it. The reactants are: [CH2:1]([C:4]#[N:5])[C:2]#[N:3].[CH2:6]([N:8]=[C:9]=[S:10])[CH3:7]. (3) Given the product [F:49][C:48]([F:51])([F:50])[CH:44]([C:24]1[C:25]2[N:26]3[CH2:33][CH2:32][CH2:31][N:30]([C:34]4[C:35]([CH3:43])=[N:36][C:37]([O:41][CH3:42])=[N:38][C:39]=4[CH3:40])[C:27]3=[N:28][C:29]=2[C:21]([O:20][CH3:19])=[CH:22][CH:23]=1)[OH:45], predict the reactants needed to synthesize it. The reactants are: [F-].C([N+](CCCC)(CCCC)CCCC)CCC.[CH3:19][O:20][C:21]1[CH:22]=[CH:23][C:24]([CH:44]=[O:45])=[C:25]2[C:29]=1[N:28]=[C:27]1[N:30]([C:34]3[C:35]([CH3:43])=[N:36][C:37]([O:41][CH3:42])=[N:38][C:39]=3[CH3:40])[CH2:31][CH2:32][CH2:33][N:26]21.C[Si](C)(C)[C:48]([F:51])([F:50])[F:49].Cl.C(=O)([O-])O.[Na+]. (4) Given the product [O:17]1[CH2:2][CH:1]1[C:3]1[N:8]=[CH:7][C:6]([C:9]#[N:10])=[CH:5][CH:4]=1, predict the reactants needed to synthesize it. The reactants are: [CH:1]([C:3]1[N:8]=[CH:7][C:6]([C:9]#[N:10])=[CH:5][CH:4]=1)=[CH2:2].BrN1C(=[O:17])CCC1=O.[OH-].[Na+]. (5) The reactants are: [CH:1]1([C:4]2[NH:8][N:7]=[C:6]([NH:9][C:10]3[C:11]([F:28])=[C:12]([NH:18][C@H:19]([C:21]4[CH:26]=[CH:25][C:24]([F:27])=[CH:23][CH:22]=4)[CH3:20])[C:13]([F:17])=[CH:14][C:15]=3[NH2:16])[CH:5]=2)[CH2:3][CH2:2]1.[C:29](O)(=O)C.C(N)=N.C(=O)(O)[O-].[Na+].CCOC(C)=O. Given the product [CH:1]1([C:4]2[NH:8][N:7]=[C:6]([N:9]3[C:10]4[C:11]([F:28])=[C:12]([NH:18][C@H:19]([C:21]5[CH:22]=[CH:23][C:24]([F:27])=[CH:25][CH:26]=5)[CH3:20])[C:13]([F:17])=[CH:14][C:15]=4[N:16]=[CH:29]3)[CH:5]=2)[CH2:3][CH2:2]1, predict the reactants needed to synthesize it. (6) Given the product [OH:26][C:27]1[CH:28]=[C:29]([CH:32]=[CH:33][CH:34]=1)[CH2:30][NH:31][C:2]1[N:10]=[CH:9][N:8]=[C:7]2[C:3]=1[N:4]=[CH:5][N:6]2[CH:11]1[CH2:15][CH2:14][CH2:13][O:12]1, predict the reactants needed to synthesize it. The reactants are: Cl[C:2]1[N:10]=[CH:9][N:8]=[C:7]2[C:3]=1[N:4]=[CH:5][N:6]2[CH:11]1[CH2:15][CH2:14][CH2:13][O:12]1.ClC1N=CN=C2C=1NC=N2.[OH:26][C:27]1[CH:28]=[C:29]([CH:32]=[CH:33][CH:34]=1)[CH2:30][NH2:31].C(N(C(C)C)C(C)C)C. (7) Given the product [C:1]1([C:7](=[CH2:11])[C:8]([Cl:14])=[O:9])[CH:6]=[CH:5][CH:4]=[CH:3][CH:2]=1, predict the reactants needed to synthesize it. The reactants are: [C:1]1([C:7](=[CH2:11])[C:8](O)=[O:9])[CH:6]=[CH:5][CH:4]=[CH:3][CH:2]=1.S(Cl)([Cl:14])=O.C(C1C=CC=C(O)C=1O)(C)(C)C. (8) Given the product [Cl:9][C:10]1[CH:11]=[C:12]([C:16]2[CH:24]=[CH:23][CH:22]=[C:21]3[C:17]=2[CH2:18][CH:19]([CH2:27][C:28]2[CH:37]=[CH:36][C:31]([C:32]([O:34][CH3:35])=[O:33])=[CH:30][CH:29]=2)[C:20]3=[O:25])[CH:13]=[CH:14][CH:15]=1, predict the reactants needed to synthesize it. The reactants are: C([N-]C(C)C)(C)C.[Li+].[Cl:9][C:10]1[CH:11]=[C:12]([C:16]2[CH:24]=[CH:23][CH:22]=[C:21]3[C:17]=2[CH2:18][CH2:19][C:20]3=[O:25])[CH:13]=[CH:14][CH:15]=1.Br[CH2:27][C:28]1[CH:37]=[CH:36][C:31]([C:32]([O:34][CH3:35])=[O:33])=[CH:30][CH:29]=1. (9) Given the product [C:19]([O:18][C:16]([N:11]1[CH:10]2[CH:9]([O:8][CH2:1][C:2]3[CH:7]=[CH:6][CH:5]=[CH:4][CH:3]=3)[CH2:13][CH:12]1[CH2:14][O:24][CH2:23]2)=[O:17])([CH3:21])([CH3:20])[CH3:22], predict the reactants needed to synthesize it. The reactants are: [CH2:1]([O:8][CH:9]1[CH2:13][C@H:12]([CH2:14]O)[N:11]([C:16]([O:18][C:19]([CH3:22])([CH3:21])[CH3:20])=[O:17])[C@@H:10]1[CH2:23][OH:24])[C:2]1[CH:7]=[CH:6][CH:5]=[CH:4][CH:3]=1.[H-].[Na+]. (10) Given the product [C:1]([O:5][C:6]([NH:8][CH2:9][C@H:10]1[CH2:15][CH2:14][C@H:13]([C:16]([NH:18][C@H:19]([C:38](=[O:50])[NH:39][C:40]2[CH:48]=[C:47]3[C:43]([C:44](=[O:49])[NH:45][NH:46]3)=[CH:42][CH:41]=2)[CH2:20][C:21]2[CH:22]=[CH:23][C:24]([C:27]3[CH:32]=[CH:31][C:30]([C:33]([OH:35])=[O:34])=[CH:29][C:28]=3[CH3:37])=[CH:25][CH:26]=2)=[O:17])[CH2:12][CH2:11]1)=[O:7])([CH3:4])([CH3:2])[CH3:3], predict the reactants needed to synthesize it. The reactants are: [C:1]([O:5][C:6]([NH:8][CH2:9][C@H:10]1[CH2:15][CH2:14][C@H:13]([C:16]([NH:18][C@H:19]([C:38](=[O:50])[NH:39][C:40]2[CH:48]=[C:47]3[C:43]([C:44](=[O:49])[NH:45][NH:46]3)=[CH:42][CH:41]=2)[CH2:20][C:21]2[CH:26]=[CH:25][C:24]([C:27]3[CH:32]=[CH:31][C:30]([C:33]([O:35]C)=[O:34])=[CH:29][C:28]=3[CH3:37])=[CH:23][CH:22]=2)=[O:17])[CH2:12][CH2:11]1)=[O:7])([CH3:4])([CH3:3])[CH3:2].O.[OH-].[Li+].Cl.